Dataset: Reaction yield outcomes from USPTO patents with 853,638 reactions. Task: Predict the reaction yield, written as a fraction of the theoretical maximum amount of product (1.0 means a 100% yield; for example, 0.34 means a 34% yield). (1) The product is [CH2:13]([CH:15]([O:20][C@H:21]1[CH2:22][CH2:23][C@H:24]([N:27]2[C:32](=[O:33])[C:31]([CH2:34][C:35]3[CH:36]=[CH:37][C:38]([C:41]4[CH:46]=[CH:45][CH:44]=[CH:43][C:42]=4[C:47]4[NH:3][C:4](=[O:7])[O:5][N:48]=4)=[CH:39][CH:40]=3)=[C:30]([CH2:49][CH2:50][CH3:51])[N:29]3[N:52]=[CH:53][N:54]=[C:28]23)[CH2:25][CH2:26]1)[C:16]([OH:19])([CH3:17])[CH3:18])[CH3:14]. The reactants are [Cl-].O[NH3+:3].[C:4](=[O:7])([O-])[OH:5].[Na+].CS(C)=O.[CH2:13]([CH:15]([O:20][C@H:21]1[CH2:26][CH2:25][C@H:24]([N:27]2[C:32](=[O:33])[C:31]([CH2:34][C:35]3[CH:40]=[CH:39][C:38]([C:41]4[C:42]([C:47]#[N:48])=[CH:43][CH:44]=[CH:45][CH:46]=4)=[CH:37][CH:36]=3)=[C:30]([CH2:49][CH2:50][CH3:51])[N:29]3[N:52]=[CH:53][N:54]=[C:28]23)[CH2:23][CH2:22]1)[C:16]([OH:19])([CH3:18])[CH3:17])[CH3:14]. The catalyst is O. The yield is 0.560. (2) The reactants are [CH2:1]([O:3][C:4]([CH:6]1[CH2:11][CH2:10][CH:9]([NH2:12])[CH2:8][CH2:7]1)=[O:5])C.CCN(C(C)C)C(C)C.CS([C:25]1[N:30]=[C:29]([N:31]2[C:39]3[C:34](=[C:35]([O:40][CH2:41][CH2:42][CH2:43][S:44]([CH3:47])(=[O:46])=[O:45])[CH:36]=[CH:37][CH:38]=3)[CH:33]=[CH:32]2)[CH:28]=[CH:27][N:26]=1)=O.O. The catalyst is CC(N(C)C)=O. The product is [CH3:1][O:3][C:4]([CH:6]1[CH2:11][CH2:10][CH:9]([NH:12][C:25]2[N:30]=[C:29]([N:31]3[C:39]4[C:34](=[C:35]([O:40][CH2:41][CH2:42][CH2:43][S:44]([CH3:47])(=[O:45])=[O:46])[CH:36]=[CH:37][CH:38]=4)[CH:33]=[CH:32]3)[CH:28]=[CH:27][N:26]=2)[CH2:8][CH2:7]1)=[O:5]. The yield is 0.900. (3) The reactants are [C:1]([O:6][CH2:7][CH3:8])(=[O:5])[CH:2]([CH3:4])[CH3:3].[Li+].CC([N-]C(C)C)C.Br[CH2:18][CH2:19][CH2:20][CH2:21][O:22][CH2:23][C:24]1[CH:29]=[CH:28][CH:27]=[CH:26][CH:25]=1.O. The catalyst is C1COCC1.C(OCC)(=O)C. The product is [CH2:7]([O:6][C:1](=[O:5])[C:2]([CH3:4])([CH3:3])[CH2:18][CH2:19][CH2:20][CH2:21][O:22][CH2:23][C:24]1[CH:29]=[CH:28][CH:27]=[CH:26][CH:25]=1)[CH3:8]. The yield is 0.950. (4) The reactants are [C:1]([O:5][C:6](=[O:15])[NH:7][C@H:8]1[CH2:13][CH2:12][C@@H:11]([NH2:14])[CH2:10][CH2:9]1)([CH3:4])([CH3:3])[CH3:2].CCN(C(C)C)C(C)C.[F:25][C:26]1[CH:27]=[C:28]([CH:32]=[CH:33][C:34]=1[F:35])[C:29](Cl)=[O:30]. The catalyst is C(Cl)Cl. The product is [C:1]([O:5][C:6](=[O:15])[NH:7][C@H:8]1[CH2:9][CH2:10][C@@H:11]([NH:14][C:29](=[O:30])[C:28]2[CH:32]=[CH:33][C:34]([F:35])=[C:26]([F:25])[CH:27]=2)[CH2:12][CH2:13]1)([CH3:4])([CH3:2])[CH3:3]. The yield is 0.890. (5) The reactants are [CH2:1]([NH:8][C:9]([N:11]1[CH2:16][CH2:15][CH2:14][CH:13]([C:17]2[NH:18][C:19]([C:26]3[CH:31]=[CH:30][C:29]([O:32][C:33]4[CH:38]=[CH:37][CH:36]=[CH:35][CH:34]=4)=[CH:28][CH:27]=3)=[C:20]([C:24]#[N:25])[C:21](=O)[CH:22]=2)[CH2:12]1)=[O:10])[C:2]1[CH:7]=[CH:6][CH:5]=[CH:4][CH:3]=1.P(Cl)(Cl)([Cl:41])=O. The catalyst is CN(C)C=O. The product is [CH2:1]([NH:8][C:9]([N:11]1[CH2:16][CH2:15][CH2:14][CH:13]([C:17]2[CH:22]=[C:21]([Cl:41])[C:20]([C:24]#[N:25])=[C:19]([C:26]3[CH:31]=[CH:30][C:29]([O:32][C:33]4[CH:38]=[CH:37][CH:36]=[CH:35][CH:34]=4)=[CH:28][CH:27]=3)[N:18]=2)[CH2:12]1)=[O:10])[C:2]1[CH:7]=[CH:6][CH:5]=[CH:4][CH:3]=1. The yield is 0.830.